Predict the product of the given reaction. From a dataset of Forward reaction prediction with 1.9M reactions from USPTO patents (1976-2016). Given the reactants C(OC([N:8]1[CH:13]([CH3:14])[CH2:12][N:11]([C:15]2[CH:16]=[N:17][C:18]([NH:21][C:22]3[N:23]=[CH:24][C:25]4[C:31]([CH3:32])=[C:30]([Br:33])[C:29](=[O:34])[N:28]([CH:35]5[CH2:39][CH2:38][CH2:37][CH2:36]5)[C:26]=4[N:27]=3)=[CH:19][CH:20]=2)[CH2:10][CH:9]1[CH3:40])=O)(C)(C)C.[Cl:41]CCl, predict the reaction product. The product is: [ClH:41].[Br:33][C:30]1[C:29](=[O:34])[N:28]([CH:35]2[CH2:36][CH2:37][CH2:38][CH2:39]2)[C:26]2[N:27]=[C:22]([NH:21][C:18]3[CH:19]=[CH:20][C:15]([N:11]4[CH2:12][CH:13]([CH3:14])[NH:8][CH:9]([CH3:40])[CH2:10]4)=[CH:16][N:17]=3)[N:23]=[CH:24][C:25]=2[C:31]=1[CH3:32].